From a dataset of Full USPTO retrosynthesis dataset with 1.9M reactions from patents (1976-2016). Predict the reactants needed to synthesize the given product. Given the product [C:2]1([C:1]([C:8]2[CH:9]=[CH:10][CH:11]=[CH:12][CH:13]=2)=[N:14][NH:15][C:17]2[CH:22]=[CH:21][C:20]([F:23])=[CH:19][CH:18]=2)[CH:7]=[CH:6][CH:5]=[CH:4][CH:3]=1, predict the reactants needed to synthesize it. The reactants are: [C:1](=[N:14][NH2:15])([C:8]1[CH:13]=[CH:12][CH:11]=[CH:10][CH:9]=1)[C:2]1[CH:7]=[CH:6][CH:5]=[CH:4][CH:3]=1.Br[C:17]1[CH:22]=[CH:21][C:20]([F:23])=[CH:19][CH:18]=1.